Dataset: Full USPTO retrosynthesis dataset with 1.9M reactions from patents (1976-2016). Task: Predict the reactants needed to synthesize the given product. (1) Given the product [F:20][C:11]1[CH:12]=[C:13]([C:16]([F:19])([F:18])[F:17])[CH:14]=[CH:15][C:10]=1[CH:9]=[CH:8][C:5]1[O:6][CH:7]=[C:3]([CH2:2][OH:23])[N:4]=1, predict the reactants needed to synthesize it. The reactants are: Cl[CH2:2][C:3]1[N:4]=[C:5]([CH:8]=[CH:9][C:10]2[CH:15]=[CH:14][C:13]([C:16]([F:19])([F:18])[F:17])=[CH:12][C:11]=2[F:20])[O:6][CH:7]=1.C([O-])(=[O:23])C.[Na+]. (2) Given the product [OH:4][CH2:3][C@@H:2]([NH:1][C:9]([C:10]1[CH:15]=[CH:14][CH:13]=[CH:12][CH:11]=1)([C:22]1[CH:23]=[CH:24][CH:25]=[CH:26][CH:27]=1)[C:16]1[CH:17]=[CH:18][CH:19]=[CH:20][CH:21]=1)[C:5]([O:7][CH3:8])=[O:6], predict the reactants needed to synthesize it. The reactants are: [NH2:1][C@@H:2]([C:5]([O:7][CH3:8])=[O:6])[CH2:3][OH:4].[C:9](Cl)([C:22]1[CH:27]=[CH:26][CH:25]=[CH:24][CH:23]=1)([C:16]1[CH:21]=[CH:20][CH:19]=[CH:18][CH:17]=1)[C:10]1[CH:15]=[CH:14][CH:13]=[CH:12][CH:11]=1. (3) Given the product [NH2:1][C:2]1[C:6]([C@@H:7]2[N:11]([C:12]([O:14][C:15]([CH3:18])([CH3:16])[CH3:17])=[O:13])[C@H:10]([CH2:19][O:20][Si:21]([C:24]([CH3:27])([CH3:26])[CH3:25])([CH3:23])[CH3:22])[C@H:9]3[O:28][C:29]([CH3:31])([CH3:32])[O:30][C@@H:8]23)=[CH:5][NH:4][C:3]=1[C:43]([O:45][CH2:46][CH3:47])=[O:44], predict the reactants needed to synthesize it. The reactants are: [NH2:1][C:2]1[C:6]([C@@H:7]2[N:11]([C:12]([O:14][C:15]([CH3:18])([CH3:17])[CH3:16])=[O:13])[C@H:10]([CH2:19][O:20][Si:21]([C:24]([CH3:27])([CH3:26])[CH3:25])([CH3:23])[CH3:22])[C@H:9]3[O:28][C:29]([CH3:32])([CH3:31])[O:30][C@@H:8]23)=[CH:5][N:4](C(OCC2C=CC=CC=2)=O)[C:3]=1[C:43]([O:45][CH2:46][CH3:47])=[O:44]. (4) The reactants are: [CH2:1]([C@@:4]1([CH3:31])[CH2:9][C@H:8]([C:10]2[CH:15]=[CH:14][CH:13]=[C:12]([Cl:16])[CH:11]=2)[C@@H:7]([C:17]2[CH:22]=[CH:21][C:20]([Cl:23])=[CH:19][CH:18]=2)[N:6]([C@@H:24]([CH:27]2[CH2:29][CH2:28]2)[CH2:25]O)[C:5]1=[O:30])[CH:2]=[CH2:3].[F:32][C:33]1[CH:38]=[CH:37][CH:36]=[CH:35][C:34]=1[NH:39][S:40]([CH2:43][CH3:44])(=[O:42])=[O:41].C(C=P(CCCC)(CCCC)CCCC)#N. Given the product [CH2:1]([C@@:4]1([CH3:31])[CH2:9][C@H:8]([C:10]2[CH:15]=[CH:14][CH:13]=[C:12]([Cl:16])[CH:11]=2)[C@@H:7]([C:17]2[CH:22]=[CH:21][C:20]([Cl:23])=[CH:19][CH:18]=2)[N:6]([C@@H:24]([CH:27]2[CH2:29][CH2:28]2)[CH2:25][N:39]([C:34]2[CH:35]=[CH:36][CH:37]=[CH:38][C:33]=2[F:32])[S:40]([CH2:43][CH3:44])(=[O:41])=[O:42])[C:5]1=[O:30])[CH:2]=[CH2:3], predict the reactants needed to synthesize it. (5) Given the product [C:1]1([C:7]2[CH:8]=[C:9]([C:12]([OH:14])=[O:13])[NH:10][CH:11]=2)[CH:2]=[CH:3][CH:4]=[CH:5][CH:6]=1, predict the reactants needed to synthesize it. The reactants are: [C:1]1([C:7]2[CH:8]=[C:9]([C:12]([O:14]CC)=[O:13])[NH:10][CH:11]=2)[CH:6]=[CH:5][CH:4]=[CH:3][CH:2]=1.[OH-].[Na+]. (6) Given the product [O:1]=[C:2]1[CH2:7][CH2:6][CH:5]([NH:8][C:9](=[O:18])[O:10][CH2:11][C:12]2[CH:13]=[CH:14][CH:15]=[CH:16][CH:17]=2)[CH2:4][CH2:3]1, predict the reactants needed to synthesize it. The reactants are: [OH:1][CH:2]1[CH2:7][CH2:6][CH:5]([NH:8][C:9](=[O:18])[O:10][CH2:11][C:12]2[CH:17]=[CH:16][CH:15]=[CH:14][CH:13]=2)[CH2:4][CH2:3]1.C1C=C[NH+]=CC=1.[O-][Cr](Cl)(=O)=O. (7) Given the product [CH:52]1([S:49]([NH:79][C:74]([C@@:73]2([NH:72][C:30]([C@H:20]3[N:19]4[CH2:29][C@H:22]([O:23][C:24]5[C:27]6[C:4](=[CH:5][CH:6]=[C:7]([CH:28]=6)[CH2:8][CH2:9][CH2:10][CH2:11][C:12]6[O:37][C:15]([NH:16][C@@H:17]([CH:34]([CH3:35])[CH3:36])[C:18]4=[O:33])=[N:14][N:13]=6)[C:3]([CH2:1][CH3:2])=[CH:26][N:25]=5)[CH2:21]3)=[O:31])[CH2:78][C@H:77]2[CH:76]=[CH2:75])=[O:90])(=[O:51])=[O:50])[CH2:54][CH2:53]1, predict the reactants needed to synthesize it. The reactants are: [CH2:1]([C:3]1[C:4]2[C:27]3=[CH:28][C:7]([CH2:8][CH2:9][CH2:10][CH2:11][C:12]4[O:37][C:15]([NH:16][C@@H:17]([CH:34]([CH3:36])[CH3:35])[C:18](=[O:33])[N:19]5[CH2:29][C@H:22]([O:23][C:24]3=[N:25][CH:26]=1)[CH2:21][C@H:20]5[C:30](O)=[O:31])=[N:14][N:13]=4)=[CH:6][CH:5]=2)[CH3:2].Cl.N[C@]1(C(NN[S:49]([CH:52]2[CH2:54][CH2:53]2)(=[O:51])=[O:50])=O)C[C@@H]1CC.CCN(C(C)C)C(C)C.CN(C(O[N:72]1N=[N:79][C:74]2[CH:75]=[CH:76][CH:77]=[CH:78][C:73]1=2)=[N+](C)C)C.[B-](F)(F)(F)F.CN(C=[O:90])C.